Task: Predict the reactants needed to synthesize the given product.. Dataset: Full USPTO retrosynthesis dataset with 1.9M reactions from patents (1976-2016) (1) Given the product [F:33][C:12]1([F:11])[CH2:17][CH2:16][C:15]([C:18]2[N:23]=[C:22]([CH2:24][NH:25][C@H:26]([CH:29]([CH3:30])[CH3:31])[CH2:27][OH:28])[C:21]([F:32])=[CH:20][CH:19]=2)=[CH:14][CH2:13]1.[F:33][C:12]1([F:11])[CH2:17][CH2:16][CH:15]([C:18]2[N:23]=[C:22]([CH2:24][NH:25][C@H:26]([CH:29]([CH3:30])[CH3:31])[CH2:27][OH:28])[C:21]([F:32])=[CH:20][CH:19]=2)[CH2:14][CH2:13]1, predict the reactants needed to synthesize it. The reactants are: C12CC(CC1)C=C2B(O)O.[F:11][C:12]1([F:33])[CH2:17][CH2:16][C:15]([C:18]2[N:23]=[C:22]([CH2:24][NH:25][C@H:26]([CH:29]([CH3:31])[CH3:30])[CH2:27][OH:28])[C:21]([F:32])=[CH:20][CH:19]=2)=[CH:14][CH2:13]1. (2) Given the product [CH2:57]([N:59]([CH2:64][CH3:65])[CH2:60][CH2:61][N:62]([CH3:63])[C:34](=[O:36])[C:33]1[CH:37]=[CH:38][CH:39]=[C:31]([C:29]([NH:28][C:17]2[CH:18]=[CH:19][C:20]([N:22]3[CH2:27][CH2:26][CH2:25][CH2:24][CH2:23]3)=[CH:21][C:16]=2[C:12]2[CH:11]=[C:10]([C:8](=[O:9])[NH:7][CH2:6][C:5]3[CH:40]=[CH:41][CH:42]=[C:3]([C:2]([F:43])([F:1])[F:44])[CH:4]=3)[CH:15]=[CH:14][N:13]=2)=[O:30])[CH:32]=1)[CH3:58], predict the reactants needed to synthesize it. The reactants are: [F:1][C:2]([F:44])([F:43])[C:3]1[CH:4]=[C:5]([CH:40]=[CH:41][CH:42]=1)[CH2:6][NH:7][C:8]([C:10]1[CH:15]=[CH:14][N:13]=[C:12]([C:16]2[CH:21]=[C:20]([N:22]3[CH2:27][CH2:26][CH2:25][CH2:24][CH2:23]3)[CH:19]=[CH:18][C:17]=2[NH:28][C:29]([C:31]2[CH:32]=[C:33]([CH:37]=[CH:38][CH:39]=2)[C:34]([OH:36])=O)=[O:30])[CH:11]=1)=[O:9].CCN=C=NCCCN(C)C.Cl.[CH2:57]([N:59]([CH2:64][CH3:65])[CH2:60][CH2:61][NH:62][CH3:63])[CH3:58]. (3) Given the product [Br:1][C:2]1[CH:3]=[CH:4][C:5]([CH2:10][N:12]2[CH2:17][CH2:16][O:15][CH2:14][CH2:13]2)=[C:6]([CH:9]=1)[C:7]#[N:8], predict the reactants needed to synthesize it. The reactants are: [Br:1][C:2]1[CH:3]=[CH:4][C:5]([CH2:10]Br)=[C:6]([CH:9]=1)[C:7]#[N:8].[NH:12]1[CH2:17][CH2:16][O:15][CH2:14][CH2:13]1.C([O-])([O-])=O.[K+].[K+]. (4) Given the product [CH3:49][O:48][C:42]1[CH:41]=[C:40]([CH:45]=[CH:44][C:43]=1[O:46][CH3:47])[C:39]([NH:38][C:35]1[CH:34]=[CH:33][C:32]([C:29]([CH3:31])([CH3:30])[CH2:28][NH:27][C:10]([C:3]2[C:4]3[C:9](=[CH:8][CH:7]=[CH:6][CH:5]=3)[NH:1][CH:2]=2)=[O:12])=[CH:37][CH:36]=1)=[O:50], predict the reactants needed to synthesize it. The reactants are: [NH:1]1[C:9]2[C:4](=[CH:5][CH:6]=[CH:7][CH:8]=2)[C:3]([C:10]([OH:12])=O)=[CH:2]1.C1C=CC2N(O)N=NC=2C=1.C(Cl)CCl.[NH2:27][CH2:28][C:29]([C:32]1[CH:37]=[CH:36][C:35]([NH:38][C:39](=[O:50])[C:40]2[CH:45]=[CH:44][C:43]([O:46][CH3:47])=[C:42]([O:48][CH3:49])[CH:41]=2)=[CH:34][CH:33]=1)([CH3:31])[CH3:30]. (5) Given the product [CH3:12][C:13]1[C:17]([C:2]2[CH:3]=[C:4]3[NH:10][CH:9]=[CH:8][C:5]3=[N:6][CH:7]=2)=[C:16]([CH3:21])[O:15][N:14]=1, predict the reactants needed to synthesize it. The reactants are: Br[C:2]1[CH:3]=[C:4]2[NH:10][C:9](C)=[CH:8][C:5]2=[N:6][CH:7]=1.[CH3:12][C:13]1[C:17](B(O)O)=[C:16]([CH3:21])[O:15][N:14]=1.C(=O)([O-])[O-].[K+].[K+]. (6) The reactants are: [CH3:1][O:2][C:3](=[O:31])[CH:4]([NH:23]C(OC(C)(C)C)=O)[CH2:5][C:6]1[CH:11]=[CH:10][C:9]([N+:12]([O-:14])=[O:13])=[C:8]([O:15][CH2:16][C:17]2[CH:22]=[CH:21][CH:20]=[CH:19][CH:18]=2)[CH:7]=1. Given the product [CH3:1][O:2][C:3](=[O:31])[CH:4]([NH2:23])[CH2:5][C:6]1[CH:11]=[CH:10][C:9]([N+:12]([O-:14])=[O:13])=[C:8]([O:15][CH2:16][C:17]2[CH:18]=[CH:19][CH:20]=[CH:21][CH:22]=2)[CH:7]=1, predict the reactants needed to synthesize it.